Dataset: Forward reaction prediction with 1.9M reactions from USPTO patents (1976-2016). Task: Predict the product of the given reaction. Given the reactants [Br:1][C:2]1[CH:3]=[C:4]([N+:15]([O-:17])=[O:16])[CH:5]=[C:6]2[C:11]=1[N:10]=[CH:9][C:8]([C:12]#[N:13])=[C:7]2Cl.[CH:18]1([NH2:25])[CH2:24][CH2:23][CH2:22][CH2:21][CH2:20][CH2:19]1, predict the reaction product. The product is: [Br:1][C:2]1[CH:3]=[C:4]([N+:15]([O-:17])=[O:16])[CH:5]=[C:6]2[C:11]=1[N:10]=[CH:9][C:8]([C:12]#[N:13])=[C:7]2[NH:25][CH:18]1[CH2:24][CH2:23][CH2:22][CH2:21][CH2:20][CH2:19]1.